Predict the product of the given reaction. From a dataset of Forward reaction prediction with 1.9M reactions from USPTO patents (1976-2016). (1) Given the reactants Br[C:2]1[CH:7]=[CH:6][C:5]([C:8](=[C:16]2[CH2:23][CH2:22][CH2:21][CH2:20][CH2:19][CH2:18][CH2:17]2)[C:9]2[CH:14]=[CH:13][C:12]([OH:15])=[CH:11][CH:10]=2)=[CH:4][CH:3]=1.[O:24]1[CH:28]=[CH:27][CH:26]=[C:25]1B(O)O.C([O-])([O-])=O.[Na+].[Na+], predict the reaction product. The product is: [C:16]1(=[C:8]([C:5]2[CH:6]=[CH:7][C:2]([C:25]3[O:24][CH:28]=[CH:27][CH:26]=3)=[CH:3][CH:4]=2)[C:9]2[CH:14]=[CH:13][C:12]([OH:15])=[CH:11][CH:10]=2)[CH2:17][CH2:18][CH2:19][CH2:20][CH2:21][CH2:22][CH2:23]1. (2) Given the reactants [C:1]([N:5]1[CH2:14][CH2:13][C:12]2[C:7](=[CH:8][C:9]([N+:17]([O-:19])=[O:18])=[C:10]([O:15][CH3:16])[CH:11]=2)[CH2:6]1)(=[O:4])[CH:2]=[CH2:3].[CH3:20][NH:21][CH3:22], predict the reaction product. The product is: [CH3:20][N:21]([CH3:22])[CH2:3][CH2:2][C:1]([N:5]1[CH2:14][CH2:13][C:12]2[C:7](=[CH:8][C:9]([N+:17]([O-:19])=[O:18])=[C:10]([O:15][CH3:16])[CH:11]=2)[CH2:6]1)=[O:4]. (3) The product is: [C:38]([O:42][C:43](=[O:55])[C@H:44]([CH2:46][CH2:47][C:48]([O:50][C:51]([CH3:54])([CH3:53])[CH3:52])=[O:49])[NH:45][C:7](=[O:9])[C:6]1[CH:10]=[CH:11][C:3]([NH2:2])=[N:4][C:5]=1[F:12])([CH3:40])([CH3:41])[CH3:39]. Given the reactants Cl.[NH2:2][C:3]1[CH:11]=[CH:10][C:6]([C:7]([OH:9])=O)=[C:5]([F:12])[N:4]=1.ON1C(=O)CCC1=O.C(N(CC)CC)C.CC(N=C=NC(C)C)C.Cl.[C:38]([O:42][C:43](=[O:55])[C@H:44]([CH2:46][CH2:47][C:48]([O:50][C:51]([CH3:54])([CH3:53])[CH3:52])=[O:49])[NH2:45])([CH3:41])([CH3:40])[CH3:39], predict the reaction product. (4) Given the reactants C(OC(=O)[N:7]([CH2:30][CH:31]1[CH2:33][CH2:32]1)[C@@H:8]1[CH2:10][C@H:9]1[C:11]1[CH:16]=[CH:15][C:14]([NH:17][C:18](=[O:29])[C:19]2[CH:24]=[CH:23][CH:22]=[C:21]([S:25](=[O:28])(=[O:27])[NH2:26])[CH:20]=2)=[CH:13][CH:12]=1)(C)(C)C.[ClH:35].C(OCC)(=O)C, predict the reaction product. The product is: [ClH:35].[CH:31]1([CH2:30][NH:7][C@@H:8]2[CH2:10][C@H:9]2[C:11]2[CH:12]=[CH:13][C:14]([NH:17][C:18](=[O:29])[C:19]3[CH:24]=[CH:23][CH:22]=[C:21]([S:25](=[O:27])(=[O:28])[NH2:26])[CH:20]=3)=[CH:15][CH:16]=2)[CH2:33][CH2:32]1.